The task is: Predict the product of the given reaction.. This data is from Forward reaction prediction with 1.9M reactions from USPTO patents (1976-2016). (1) Given the reactants CCN(C(C)C)C(C)C.[C:21]([O:20][C:18](O[C:18]([O:20][C:21]([CH3:24])([CH3:23])[CH3:22])=[O:19])=[O:19])([CH3:24])([CH3:23])[CH3:22].[CH3:25][O:26][C:27]1[CH:28]=[C:29]([CH:33]2[NH:38][C:37](=[O:39])[C:36]3([CH2:45][O:44][CH2:43][CH2:42][O:41][CH2:40]3)[NH:35][CH2:34]2)[CH:30]=[CH:31][CH:32]=1, predict the reaction product. The product is: [CH3:25][O:26][C:27]1[CH:28]=[C:29]([CH:33]2[NH:38][C:37](=[O:39])[C:36]3([CH2:40][O:41][CH2:42][CH2:43][O:44][CH2:45]3)[N:35]([C:18]([O:20][C:21]([CH3:22])([CH3:23])[CH3:24])=[O:19])[CH2:34]2)[CH:30]=[CH:31][CH:32]=1. (2) The product is: [CH3:11][NH:12][CH2:2][CH:3]([C:5]1[N:6]([CH3:10])[CH:7]=[CH:8][CH:9]=1)[OH:4]. Given the reactants Cl[CH2:2][CH:3]([C:5]1[N:6]([CH3:10])[CH:7]=[CH:8][CH:9]=1)[OH:4].[CH3:11][NH2:12].[BH4-].[Na+], predict the reaction product. (3) Given the reactants [CH2:1]([C@@H:8]1[CH2:12][O:11][C:10](=[O:13])[N:9]1[C:14](=[O:19])[CH2:15][CH2:16][CH:17]=[CH2:18])[C:2]1[CH:7]=[CH:6][CH:5]=[CH:4][CH:3]=1.[Li+].C[Si]([N-][Si](C)(C)C)(C)C.[CH2:30]([O:37][C:38]1[CH:39]=[C:40]([CH3:47])[C:41]([CH2:45]Br)=[C:42]([CH3:44])[CH:43]=1)[C:31]1[CH:36]=[CH:35][CH:34]=[CH:33][CH:32]=1, predict the reaction product. The product is: [CH2:1]([C@@H:8]1[CH2:12][O:11][C:10](=[O:13])[N:9]1[C:14](=[O:19])[C@H:15]([CH2:45][C:41]1[C:42]([CH3:44])=[CH:43][C:38]([O:37][CH2:30][C:31]2[CH:36]=[CH:35][CH:34]=[CH:33][CH:32]=2)=[CH:39][C:40]=1[CH3:47])[CH2:16][CH:17]=[CH2:18])[C:2]1[CH:3]=[CH:4][CH:5]=[CH:6][CH:7]=1.